Dataset: NCI-60 drug combinations with 297,098 pairs across 59 cell lines. Task: Regression. Given two drug SMILES strings and cell line genomic features, predict the synergy score measuring deviation from expected non-interaction effect. (1) Drug 1: CCC(=C(C1=CC=CC=C1)C2=CC=C(C=C2)OCCN(C)C)C3=CC=CC=C3.C(C(=O)O)C(CC(=O)O)(C(=O)O)O. Drug 2: N.N.Cl[Pt+2]Cl. Cell line: SF-539. Synergy scores: CSS=29.7, Synergy_ZIP=0.405, Synergy_Bliss=-0.0487, Synergy_Loewe=-18.2, Synergy_HSA=0.0900. (2) Drug 1: CN(C)C1=NC(=NC(=N1)N(C)C)N(C)C. Drug 2: C1CC(=O)NC(=O)C1N2C(=O)C3=CC=CC=C3C2=O. Cell line: HCT-15. Synergy scores: CSS=-4.69, Synergy_ZIP=1.01, Synergy_Bliss=-2.60, Synergy_Loewe=-6.01, Synergy_HSA=-5.93. (3) Drug 1: CCN(CC)CCNC(=O)C1=C(NC(=C1C)C=C2C3=C(C=CC(=C3)F)NC2=O)C. Drug 2: C1CN(CCN1C(=O)CCBr)C(=O)CCBr. Cell line: NCI-H522. Synergy scores: CSS=22.9, Synergy_ZIP=-9.60, Synergy_Bliss=-0.383, Synergy_Loewe=7.07, Synergy_HSA=5.54. (4) Synergy scores: CSS=43.5, Synergy_ZIP=-1.83, Synergy_Bliss=-2.51, Synergy_Loewe=-26.3, Synergy_HSA=-0.165. Drug 2: C(CCl)NC(=O)N(CCCl)N=O. Cell line: DU-145. Drug 1: CC1=C(N=C(N=C1N)C(CC(=O)N)NCC(C(=O)N)N)C(=O)NC(C(C2=CN=CN2)OC3C(C(C(C(O3)CO)O)O)OC4C(C(C(C(O4)CO)O)OC(=O)N)O)C(=O)NC(C)C(C(C)C(=O)NC(C(C)O)C(=O)NCCC5=NC(=CS5)C6=NC(=CS6)C(=O)NCCC[S+](C)C)O. (5) Drug 1: C1=NC2=C(N=C(N=C2N1C3C(C(C(O3)CO)O)O)F)N. Drug 2: CCCCC(=O)OCC(=O)C1(CC(C2=C(C1)C(=C3C(=C2O)C(=O)C4=C(C3=O)C=CC=C4OC)O)OC5CC(C(C(O5)C)O)NC(=O)C(F)(F)F)O. Cell line: ACHN. Synergy scores: CSS=46.5, Synergy_ZIP=0.390, Synergy_Bliss=0.254, Synergy_Loewe=-11.4, Synergy_HSA=1.51. (6) Drug 1: CC1CCC2CC(C(=CC=CC=CC(CC(C(=O)C(C(C(=CC(C(=O)CC(OC(=O)C3CCCCN3C(=O)C(=O)C1(O2)O)C(C)CC4CCC(C(C4)OC)OP(=O)(C)C)C)C)O)OC)C)C)C)OC. Drug 2: CCC1=C2CN3C(=CC4=C(C3=O)COC(=O)C4(CC)O)C2=NC5=C1C=C(C=C5)O. Cell line: SW-620. Synergy scores: CSS=46.4, Synergy_ZIP=-0.717, Synergy_Bliss=1.05, Synergy_Loewe=2.10, Synergy_HSA=5.27.